From a dataset of NCI-60 drug combinations with 297,098 pairs across 59 cell lines. Regression. Given two drug SMILES strings and cell line genomic features, predict the synergy score measuring deviation from expected non-interaction effect. Synergy scores: CSS=26.7, Synergy_ZIP=-0.926, Synergy_Bliss=-1.87, Synergy_Loewe=2.29, Synergy_HSA=3.28. Drug 1: CS(=O)(=O)OCCCCOS(=O)(=O)C. Cell line: LOX IMVI. Drug 2: CCN(CC)CCCC(C)NC1=C2C=C(C=CC2=NC3=C1C=CC(=C3)Cl)OC.